This data is from Catalyst prediction with 721,799 reactions and 888 catalyst types from USPTO. The task is: Predict which catalyst facilitates the given reaction. (1) Reactant: [C:1]([O:5][C:6]([N:8]1[CH2:12][CH2:11][CH:10]([C:13]([OH:15])=O)[CH2:9]1)=[O:7])([CH3:4])([CH3:3])[CH3:2].CC[N:18]([CH:22]([CH3:24])[CH3:23])C(C)C.CN(C(ON1N=NC2C=CC=NC1=2)=[N+](C)C)C.F[P-](F)(F)(F)(F)F.C1(N)CC1. Product: [CH:22]1([NH:18][C:13]([CH:10]2[CH2:11][CH2:12][N:8]([C:6]([O:5][C:1]([CH3:2])([CH3:3])[CH3:4])=[O:7])[CH2:9]2)=[O:15])[CH2:24][CH2:23]1. The catalyst class is: 3. (2) Reactant: [ClH:1].FC(F)(F)C(O)=O.[CH2:9]([N:11]([CH2:61][CH3:62])[CH2:12][CH2:13][NH:14][C:15]([C:17]1[CH:22]=[CH:21][C:20]([C:23]2[CH:28]=[CH:27][CH:26]=[C:25]([CH2:29][C@H:30]([NH:43][C:44]([C@H:46]3[CH2:51][CH2:50][C@H:49]([CH2:52][NH:53]C(=O)OC(C)(C)C)[CH2:48][CH2:47]3)=[O:45])[C:31]([NH:33][C:34]3[CH:42]=[C:41]4[C:37]([CH:38]=[N:39][NH:40]4)=[CH:36][CH:35]=3)=[O:32])[CH:24]=2)=[CH:19][CH:18]=1)=[O:16])[CH3:10].C(#N)C. Product: [ClH:1].[NH2:53][CH2:52][C@H:49]1[CH2:48][CH2:47][C@H:46]([C:44]([NH:43][C@H:30]([C:31]([NH:33][C:34]2[CH:42]=[C:41]3[C:37]([CH:38]=[N:39][NH:40]3)=[CH:36][CH:35]=2)=[O:32])[CH2:29][C:25]2[CH:24]=[C:23]([C:20]3[CH:21]=[CH:22][C:17]([C:15]([NH:14][CH2:13][CH2:12][N:11]([CH2:61][CH3:62])[CH2:9][CH3:10])=[O:16])=[CH:18][CH:19]=3)[CH:28]=[CH:27][CH:26]=2)=[O:45])[CH2:51][CH2:50]1. The catalyst class is: 12. (3) Reactant: [NH2:1][C:2]1[C:3]([C:8]([NH:11][C:12]2[CH:17]=[CH:16][CH:15]=[C:14]([F:18])[C:13]=2[F:19])=[N:9][NH2:10])=[N:4][CH:5]=[CH:6][N:7]=1.C1N=CN([C:25](N2C=NC=C2)=[O:26])C=1. Product: [NH2:1][C:2]1[C:3]([C:8]2[N:11]([C:12]3[CH:17]=[CH:16][CH:15]=[C:14]([F:18])[C:13]=3[F:19])[C:25]([OH:26])=[N:10][N:9]=2)=[N:4][CH:5]=[CH:6][N:7]=1. The catalyst class is: 1. (4) Reactant: [F:1][C:2]1[CH:7]=[CH:6][C:5]([CH2:8][C:9]#[N:10])=[CH:4][CH:3]=1.CC(C)([O-])C.[K+].[F:17][C:18]1[CH:23]=[CH:22][CH:21]=[C:20]([F:24])[C:19]=1/[CH:25]=[CH:26]/[C:27]([O:29][CH2:30][CH3:31])=[O:28].Cl. Product: [F:17][C:18]1[CH:23]=[CH:22][CH:21]=[C:20]([F:24])[C:19]=1/[CH:25]=[CH:26]/[C:27]([O:29][CH2:30][CH3:31])=[O:28].[C:9]([CH:8]([C:5]1[CH:6]=[CH:7][C:2]([F:1])=[CH:3][CH:4]=1)[CH:25]([C:19]1[C:20]([F:24])=[CH:21][CH:22]=[CH:23][C:18]=1[F:17])[CH2:26][C:27]([O:29][CH2:30][CH3:31])=[O:28])#[N:10]. The catalyst class is: 765. (5) Reactant: [S:1]1[CH:5]=[CH:4][C:3]2[CH:6]=[CH:7][CH:8]=[CH:9][C:2]1=2.C1C(=O)N([Br:17])C(=O)C1. Product: [Br:17][C:4]1[C:3]2[CH:6]=[CH:7][CH:8]=[CH:9][C:2]=2[S:1][CH:5]=1. The catalyst class is: 845. (6) Reactant: [C:1]([NH:9][C:10]1[CH:11]=[C:12]([CH:16]=[CH:17][N:18]=1)[C:13](O)=O)(=[O:8])[C:2]1[CH:7]=[CH:6][CH:5]=[CH:4][CH:3]=1.[NH2:19][CH2:20][CH:21]([NH2:23])[CH3:22].P(Cl)(Cl)(Cl)=O. Product: [CH3:22][CH:21]1[CH2:20][NH:19][C:13]([C:12]2[CH:16]=[CH:17][N:18]=[C:10]([NH:9][C:1](=[O:8])[C:2]3[CH:7]=[CH:6][CH:5]=[CH:4][CH:3]=3)[CH:11]=2)=[N:23]1. The catalyst class is: 12. (7) Reactant: [CH3:1][O:2][C:3]1[CH:8]=[CH:7][CH:6]=[CH:5][C:4]=1[C@@H:9]([OH:14])[C:10]([O:12]C)=[O:11].[OH-].[Na+].Cl. Product: [CH3:1][O:2][C:3]1[CH:8]=[CH:7][CH:6]=[CH:5][C:4]=1[C@@H:9]([OH:14])[C:10]([OH:12])=[O:11]. The catalyst class is: 5.